This data is from NCI-60 drug combinations with 297,098 pairs across 59 cell lines. The task is: Regression. Given two drug SMILES strings and cell line genomic features, predict the synergy score measuring deviation from expected non-interaction effect. (1) Drug 1: CC1=C(C(=CC=C1)Cl)NC(=O)C2=CN=C(S2)NC3=CC(=NC(=N3)C)N4CCN(CC4)CCO. Drug 2: CC1=C(N=C(N=C1N)C(CC(=O)N)NCC(C(=O)N)N)C(=O)NC(C(C2=CN=CN2)OC3C(C(C(C(O3)CO)O)O)OC4C(C(C(C(O4)CO)O)OC(=O)N)O)C(=O)NC(C)C(C(C)C(=O)NC(C(C)O)C(=O)NCCC5=NC(=CS5)C6=NC(=CS6)C(=O)NCCC[S+](C)C)O. Cell line: OVCAR-5. Synergy scores: CSS=40.4, Synergy_ZIP=-8.44, Synergy_Bliss=2.38, Synergy_Loewe=4.26, Synergy_HSA=4.79. (2) Drug 1: CC1=C2C(C(=O)C3(C(CC4C(C3C(C(C2(C)C)(CC1OC(=O)C(C(C5=CC=CC=C5)NC(=O)C6=CC=CC=C6)O)O)OC(=O)C7=CC=CC=C7)(CO4)OC(=O)C)O)C)OC(=O)C. Drug 2: C1C(C(OC1N2C=NC3=C2NC=NCC3O)CO)O. Cell line: EKVX. Synergy scores: CSS=7.78, Synergy_ZIP=-0.631, Synergy_Bliss=-0.308, Synergy_Loewe=2.63, Synergy_HSA=0.0709. (3) Drug 1: CN(CCCl)CCCl.Cl. Drug 2: CC(C)CN1C=NC2=C1C3=CC=CC=C3N=C2N. Cell line: MDA-MB-231. Synergy scores: CSS=18.1, Synergy_ZIP=-3.83, Synergy_Bliss=-0.575, Synergy_Loewe=-0.411, Synergy_HSA=-0.211. (4) Drug 1: CC1=CC=C(C=C1)C2=CC(=NN2C3=CC=C(C=C3)S(=O)(=O)N)C(F)(F)F. Drug 2: B(C(CC(C)C)NC(=O)C(CC1=CC=CC=C1)NC(=O)C2=NC=CN=C2)(O)O. Cell line: CCRF-CEM. Synergy scores: CSS=46.6, Synergy_ZIP=0.334, Synergy_Bliss=1.62, Synergy_Loewe=-42.3, Synergy_HSA=2.94. (5) Drug 1: C1=CC(=CC=C1CCCC(=O)O)N(CCCl)CCCl. Drug 2: C1CCC(C(C1)N)N.C(=O)(C(=O)[O-])[O-].[Pt+4]. Cell line: SF-295. Synergy scores: CSS=9.19, Synergy_ZIP=-14.2, Synergy_Bliss=-11.0, Synergy_Loewe=-9.77, Synergy_HSA=-8.02. (6) Drug 1: C1C(C(OC1N2C=NC(=NC2=O)N)CO)O. Drug 2: C1CCC(C(C1)N)N.C(=O)(C(=O)[O-])[O-].[Pt+4]. Cell line: TK-10. Synergy scores: CSS=16.4, Synergy_ZIP=-7.11, Synergy_Bliss=-1.85, Synergy_Loewe=-2.92, Synergy_HSA=-1.85. (7) Drug 1: C1=NNC2=C1C(=O)NC=N2. Drug 2: CC1C(C(CC(O1)OC2CC(CC3=C2C(=C4C(=C3O)C(=O)C5=CC=CC=C5C4=O)O)(C(=O)C)O)N)O. Cell line: DU-145. Synergy scores: CSS=39.4, Synergy_ZIP=-2.79, Synergy_Bliss=-1.97, Synergy_Loewe=-27.9, Synergy_HSA=-0.996. (8) Drug 1: C1CCN(CC1)CCOC2=CC=C(C=C2)C(=O)C3=C(SC4=C3C=CC(=C4)O)C5=CC=C(C=C5)O. Drug 2: C1C(C(OC1N2C=NC3=C(N=C(N=C32)Cl)N)CO)O. Cell line: KM12. Synergy scores: CSS=-3.43, Synergy_ZIP=2.04, Synergy_Bliss=1.09, Synergy_Loewe=-3.98, Synergy_HSA=-4.70. (9) Drug 1: C1CCN(CC1)CCOC2=CC=C(C=C2)C(=O)C3=C(SC4=C3C=CC(=C4)O)C5=CC=C(C=C5)O. Drug 2: CC1=C(N=C(N=C1N)C(CC(=O)N)NCC(C(=O)N)N)C(=O)NC(C(C2=CN=CN2)OC3C(C(C(C(O3)CO)O)O)OC4C(C(C(C(O4)CO)O)OC(=O)N)O)C(=O)NC(C)C(C(C)C(=O)NC(C(C)O)C(=O)NCCC5=NC(=CS5)C6=NC(=CS6)C(=O)NCCC[S+](C)C)O. Cell line: UACC-257. Synergy scores: CSS=-6.18, Synergy_ZIP=3.14, Synergy_Bliss=1.14, Synergy_Loewe=-2.82, Synergy_HSA=-3.73. (10) Drug 1: CCC1=CC2CC(C3=C(CN(C2)C1)C4=CC=CC=C4N3)(C5=C(C=C6C(=C5)C78CCN9C7C(C=CC9)(C(C(C8N6C)(C(=O)OC)O)OC(=O)C)CC)OC)C(=O)OC.C(C(C(=O)O)O)(C(=O)O)O. Drug 2: CC(C)NC(=O)C1=CC=C(C=C1)CNNC.Cl. Cell line: MDA-MB-231. Synergy scores: CSS=38.2, Synergy_ZIP=-2.00, Synergy_Bliss=3.87, Synergy_Loewe=-29.8, Synergy_HSA=2.77.